From a dataset of Merck oncology drug combination screen with 23,052 pairs across 39 cell lines. Regression. Given two drug SMILES strings and cell line genomic features, predict the synergy score measuring deviation from expected non-interaction effect. (1) Drug 1: O=C(CCCCCCC(=O)Nc1ccccc1)NO. Drug 2: NC1CCCCC1N.O=C(O)C(=O)O.[Pt+2]. Cell line: LOVO. Synergy scores: synergy=-10.1. (2) Drug 1: CC1CC2C3CCC4=CC(=O)C=CC4(C)C3(F)C(O)CC2(C)C1(O)C(=O)CO. Drug 2: N#Cc1ccc(Cn2cncc2CN2CCN(c3cccc(Cl)c3)C(=O)C2)cc1. Cell line: COLO320DM. Synergy scores: synergy=4.90. (3) Drug 1: O=c1[nH]cc(F)c(=O)[nH]1. Drug 2: CCc1cnn2c(NCc3ccc[n+]([O-])c3)cc(N3CCCCC3CCO)nc12. Cell line: SW620. Synergy scores: synergy=-4.57. (4) Drug 1: O=C(CCCCCCC(=O)Nc1ccccc1)NO. Drug 2: CC1(c2nc3c(C(N)=O)cccc3[nH]2)CCCN1. Cell line: A375. Synergy scores: synergy=1.16. (5) Drug 1: NC1(c2ccc(-c3nc4ccn5c(=O)[nH]nc5c4cc3-c3ccccc3)cc2)CCC1. Drug 2: C#Cc1cccc(Nc2ncnc3cc(OCCOC)c(OCCOC)cc23)c1. Cell line: ES2. Synergy scores: synergy=4.91. (6) Drug 1: COc1cccc2c1C(=O)c1c(O)c3c(c(O)c1C2=O)CC(O)(C(=O)CO)CC3OC1CC(N)C(O)C(C)O1. Drug 2: CCc1cnn2c(NCc3ccc[n+]([O-])c3)cc(N3CCCCC3CCO)nc12. Cell line: UWB1289BRCA1. Synergy scores: synergy=-8.46. (7) Drug 1: O=c1[nH]cc(F)c(=O)[nH]1. Drug 2: CS(=O)(=O)CCNCc1ccc(-c2ccc3ncnc(Nc4ccc(OCc5cccc(F)c5)c(Cl)c4)c3c2)o1. Cell line: RPMI7951. Synergy scores: synergy=3.32.